From a dataset of Full USPTO retrosynthesis dataset with 1.9M reactions from patents (1976-2016). Predict the reactants needed to synthesize the given product. Given the product [N:2]1[C:13]([CH2:12][C:10]#[N:11])=[N:9][N:4]2[CH:5]=[CH:6][CH:7]=[CH:8][C:3]=12, predict the reactants needed to synthesize it. The reactants are: I.[NH:2]=[C:3]1[CH:8]=[CH:7][CH:6]=[CH:5][N:4]1[NH2:9].[C:10]([CH2:12][C:13](OCC)=O)#[N:11].C(O)C.